From a dataset of Catalyst prediction with 721,799 reactions and 888 catalyst types from USPTO. Predict which catalyst facilitates the given reaction. Reactant: [NH2:1][CH2:2][CH2:3][CH2:4][CH2:5][CH2:6][C:7]([N:9]1[CH2:13][CH:12]([OH:14])[CH2:11][CH:10]1[CH:15]([C:34]1[CH:39]=[CH:38][CH:37]=[CH:36][CH:35]=1)[O:16][CH:17]([C:26]1[CH:31]=[CH:30][C:29]([O:32][CH3:33])=[CH:28][CH:27]=1)[C:18]1[CH:23]=[CH:22][C:21]([O:24][CH3:25])=[CH:20][CH:19]=1)=[O:8].N1C=CC=CC=1.O=C1CCC(=O)N1[O:53][C:54](=O)[O:55][CH:56]1[CH2:72][CH:71]2[C:59]([CH3:99])([CH:60]3[CH:68]([CH2:69][CH2:70]2)[CH:67]2[C:63]([CH3:98])([CH:64]([CH:73]([CH3:97])[CH2:74][CH2:75][C:76](=[O:96])[NH:77][CH2:78][CH2:79][CH2:80][CH2:81][CH2:82][CH2:83][CH2:84][CH2:85][CH2:86][CH2:87][CH2:88][CH2:89][CH2:90][CH2:91][CH2:92][CH2:93][CH2:94][CH3:95])[CH2:65][CH2:66]2)[CH2:62][CH2:61]3)[CH2:58][CH2:57]1.CCOC(C)=O. Product: [CH3:99][C:59]12[CH2:58][CH2:57][CH:56]([O:55][C:54](=[O:53])[NH:1][CH2:2][CH2:3][CH2:4][CH2:5][CH2:6][C:7]([N:9]3[CH2:13][CH:12]([OH:14])[CH2:11][CH:10]3[CH:15]([C:34]3[CH:39]=[CH:38][CH:37]=[CH:36][CH:35]=3)[O:16][CH:17]([C:26]3[CH:31]=[CH:30][C:29]([O:32][CH3:33])=[CH:28][CH:27]=3)[C:18]3[CH:23]=[CH:22][C:21]([O:24][CH3:25])=[CH:20][CH:19]=3)=[O:8])[CH2:72][CH:71]1[CH2:70][CH2:69][CH:68]1[CH:60]2[CH2:61][CH2:62][C:63]2([CH3:98])[CH:67]1[CH2:66][CH2:65][CH:64]2[CH:73]([CH3:97])[CH2:74][CH2:75][C:76](=[O:96])[NH:77][CH2:78][CH2:79][CH2:80][CH2:81][CH2:82][CH2:83][CH2:84][CH2:85][CH2:86][CH2:87][CH2:88][CH2:89][CH2:90][CH2:91][CH2:92][CH2:93][CH2:94][CH3:95]. The catalyst class is: 4.